Dataset: Full USPTO retrosynthesis dataset with 1.9M reactions from patents (1976-2016). Task: Predict the reactants needed to synthesize the given product. (1) Given the product [CH3:28][O:27][C:20]1[CH:21]=[C:22]([CH2:24][O:25][CH3:26])[CH:23]=[C:18]([O:17][CH3:16])[C:19]=1[C:2]1[N:7]2[N:8]=[C:9]([CH2:14][CH3:15])[C:10]([N+:11]([O-:13])=[O:12])=[C:6]2[CH:5]=[CH:4][CH:3]=1, predict the reactants needed to synthesize it. The reactants are: Br[C:2]1[N:7]2[N:8]=[C:9]([CH2:14][CH3:15])[C:10]([N+:11]([O-:13])=[O:12])=[C:6]2[CH:5]=[CH:4][CH:3]=1.[CH3:16][O:17][C:18]1[CH:23]=[C:22]([CH2:24][O:25][CH3:26])[CH:21]=[C:20]([O:27][CH3:28])[C:19]=1OB(O)O.C1(P(C2C=CC=CC=2)C2C=CC=CC=2)C=CC=CC=1.O.P([O-])([O-])([O-])=O.[K+].[K+].[K+]. (2) Given the product [CH3:1][C:2]1([CH3:41])[CH2:6][CH2:5][CH2:4][N:3]1[CH2:7][CH2:8][NH:9][C:10]([C:12]1[CH:13]=[CH:14][C:15]([F:40])=[C:16]([NH:18][C:19]([C:21]2[N:25]3[CH:26]=[CH:27][C:28]([C:30]4[CH:38]=[CH:37][C:33]([C:34](=[O:36])[NH:42][C:43]([CH3:47])([CH3:46])[CH2:44][OH:45])=[C:32]([F:39])[CH:31]=4)=[CH:29][C:24]3=[N:23][CH:22]=2)=[O:20])[CH:17]=1)=[O:11], predict the reactants needed to synthesize it. The reactants are: [CH3:1][C:2]1([CH3:41])[CH2:6][CH2:5][CH2:4][N:3]1[CH2:7][CH2:8][NH:9][C:10]([C:12]1[CH:13]=[CH:14][C:15]([F:40])=[C:16]([NH:18][C:19]([C:21]2[N:25]3[CH:26]=[CH:27][C:28]([C:30]4[CH:38]=[CH:37][C:33]([C:34]([OH:36])=O)=[C:32]([F:39])[CH:31]=4)=[CH:29][C:24]3=[N:23][CH:22]=2)=[O:20])[CH:17]=1)=[O:11].[NH2:42][C:43]([CH3:47])([CH3:46])[CH2:44][OH:45]. (3) Given the product [NH2:1][C:2](=[O:37])[C@@H:3]([NH:12][C:13](=[O:36])[C@@H:14]([NH:16][C:17](=[O:35])[C@@H:18]([NH:20][C:21]([C@@H:23]1[CH2:27][CH2:26][CH2:25][N:24]1[C:28]1[S:29][C:30]([CH2:33][OH:34])=[CH:31][N:32]=1)=[O:22])[CH3:19])[CH3:15])[CH2:4][C:5]1[CH:6]=[CH:7][C:8]([OH:11])=[CH:9][CH:10]=1, predict the reactants needed to synthesize it. The reactants are: [NH2:1][C:2](=[O:37])[C@@H:3]([NH:12][C:13](=[O:36])[C@@H:14]([NH:16][C:17](=[O:35])[C@@H:18]([NH:20][C:21]([C@@H:23]1[CH2:27][CH2:26][CH2:25][N:24]1[C:28]1[S:29][C:30]([CH:33]=[O:34])=[CH:31][N:32]=1)=[O:22])[CH3:19])[CH3:15])[CH2:4][C:5]1[CH:10]=[CH:9][C:8]([OH:11])=[CH:7][CH:6]=1.[BH4-].[Na+]. (4) Given the product [Br:11][C:7]1[C:6]2[O:12][CH:2]([CH:13]([CH3:15])[CH3:14])[C:3](=[O:17])[NH:4][C:5]=2[CH:10]=[CH:9][CH:8]=1, predict the reactants needed to synthesize it. The reactants are: Br[CH:2]([CH:13]([CH3:15])[CH3:14])[CH2:3][N-:4][C:5]1[CH:10]=[CH:9][CH:8]=[C:7]([Br:11])[C:6]=1[OH:12].C(=O)([O-])[O-:17].[K+].[K+].Cl.O.